From a dataset of Reaction yield outcomes from USPTO patents with 853,638 reactions. Predict the reaction yield, written as a fraction of the theoretical maximum amount of product (1.0 means a 100% yield; for example, 0.34 means a 34% yield). The reactants are [Cl:1][C:2]1[C:11]2[C:6](=[C:7]([F:12])[CH:8]=[CH:9][CH:10]=2)[N:5]=[C:4]([C:13]([O:15]CC)=O)[N:3]=1.[F:18][C:19]1[CH:24]=[CH:23][C:22]([Mg]Br)=[CH:21][CH:20]=1.C1COCC1.Cl.[Na+].[Cl-]. The catalyst is C1COCC1. The product is [Cl:1][C:2]1[C:11]2[C:6](=[C:7]([F:12])[CH:8]=[CH:9][CH:10]=2)[N:5]=[C:4]([C:13]([C:22]2[CH:23]=[CH:24][C:19]([F:18])=[CH:20][CH:21]=2)=[O:15])[N:3]=1. The yield is 0.930.